Dataset: Full USPTO retrosynthesis dataset with 1.9M reactions from patents (1976-2016). Task: Predict the reactants needed to synthesize the given product. (1) Given the product [OH:30][C:24]1[CH:25]=[CH:26][C:27]([OH:29])=[CH:28][C:23]=1[NH:22][C:17]([C:15]1[O:14][N:13]=[C:12]([O:11][CH2:10][C@@H:9]([NH:8][C:6](=[O:7])[O:5][C:1]([CH3:2])([CH3:3])[CH3:4])[CH3:20])[CH:16]=1)=[O:19], predict the reactants needed to synthesize it. The reactants are: [C:1]([O:5][C:6]([NH:8][C@@H:9]([CH3:20])[CH2:10][O:11][C:12]1[CH:16]=[C:15]([C:17]([OH:19])=O)[O:14][N:13]=1)=[O:7])([CH3:4])([CH3:3])[CH3:2].Cl.[NH2:22][C:23]1[CH:28]=[C:27]([OH:29])[CH:26]=[CH:25][C:24]=1[OH:30].CN(C(ON1N=NC2C=CC=NC1=2)=[N+](C)C)C.F[P-](F)(F)(F)(F)F.C(N(CC)C(C)C)(C)C. (2) Given the product [OH:21][CH2:20][C:19]1[CH:24]=[C:15]([NH:14][C:8]([C:9]2[S:10][CH:11]=[CH:12][CH:13]=2)=[NH:7])[CH:16]=[CH:17][C:18]=1[O:25][CH3:26], predict the reactants needed to synthesize it. The reactants are: [H-].[Al+3].[Li+].[H-].[H-].[H-].[NH:7]=[C:8]([NH:14][C:15]1[CH:16]=[CH:17][C:18]([O:25][CH3:26])=[C:19]([CH:24]=1)[C:20](OC)=[O:21])[C:9]1[S:10][CH:11]=[CH:12][CH:13]=1.O.N. (3) Given the product [F:1][C:2]([F:7])([F:6])[C:3]([OH:5])=[O:4].[F:8][C:9]([F:14])([F:13])[C:10]([OH:12])=[O:11].[F:1][C:2]([F:7])([F:6])[C:3]([OH:5])=[O:4].[N:15]1[CH:20]=[CH:19][CH:18]=[CH:17][C:16]=1[NH:21][CH2:22][CH2:23][CH2:24][N:26]1[CH2:27][CH2:28][N:29]([CH2:32][CH2:33][CH2:34][C:35]([OH:37])=[O:36])[CH2:30][CH2:31]1, predict the reactants needed to synthesize it. The reactants are: [F:1][C:2]([F:7])([F:6])[C:3]([OH:5])=[O:4].[F:8][C:9]([F:14])([F:13])[C:10]([OH:12])=[O:11].[N:15]1[CH:20]=[CH:19][CH:18]=[CH:17][C:16]=1[NH:21][CH2:22][CH2:23][C:24]([N:26]1[CH2:31][CH2:30][N:29]([CH2:32][CH2:33][CH2:34][C:35]([OH:37])=[O:36])[CH2:28][CH2:27]1)=O.C(OC(NCCCN1CCN(CCCC(OC)=O)CC1)=O)(C)(C)C. (4) Given the product [CH3:33][O:31][C:29]([CH3:32])([CH3:30])[C:28]#[C:27][C:9]1[CH:8]=[C:7]2[C@@:5]3([CH2:4][O:3][C:2]([NH2:1])=[N:6]3)[C:19]3[C:14](=[N:15][CH:16]=[C:17]([C:20]4[CH:25]=[CH:24][C:23]([CH3:26])=[CH:22][CH:21]=4)[CH:18]=3)[O:13][C:12]2=[CH:11][CH:10]=1, predict the reactants needed to synthesize it. The reactants are: [NH2:1][C:2]1[O:3][CH2:4][C@:5]2([C:19]3[C:14](=[N:15][CH:16]=[C:17]([C:20]4[CH:25]=[CH:24][C:23]([CH3:26])=[CH:22][CH:21]=4)[CH:18]=3)[O:13][C:12]3[C:7]2=[CH:8][C:9]([C:27]#[C:28][C:29]([CH3:32])([OH:31])[CH3:30])=[CH:10][CH:11]=3)[N:6]=1.[CH3:33]S(O)(=O)=O.C(=O)(O)[O-].[Na+]. (5) Given the product [C:11]([C:13]([C:16]1[CH:17]=[C:18]([CH:31]=[CH:32][CH:33]=1)[C:19]([NH:21][C:22]1[CH:27]=[CH:26][C:25]([CH2:28][CH3:29])=[C:24]([O:30][C:2]2[CH:7]=[CH:6][C:5]([N+:8]([O-:10])=[O:9])=[CH:4][N:3]=2)[CH:23]=1)=[O:20])([CH3:15])[CH3:14])#[N:12], predict the reactants needed to synthesize it. The reactants are: Cl[C:2]1[CH:7]=[CH:6][C:5]([N+:8]([O-:10])=[O:9])=[CH:4][N:3]=1.[C:11]([C:13]([C:16]1[CH:17]=[C:18]([CH:31]=[CH:32][CH:33]=1)[C:19]([NH:21][C:22]1[CH:27]=[CH:26][C:25]([CH2:28][CH3:29])=[C:24]([OH:30])[CH:23]=1)=[O:20])([CH3:15])[CH3:14])#[N:12].C(=O)([O-])[O-].[K+].[K+]. (6) Given the product [Si:5]([O:8][CH:9]([CH3:29])[C:10]([CH3:28])([CH3:11])[O:12][C:13]1[CH:18]=[CH:17][C:16]([B:19]([OH:20])[OH:23])=[CH:15][CH:14]=1)([C:1]([CH3:4])([CH3:3])[CH3:2])([CH3:7])[CH3:6], predict the reactants needed to synthesize it. The reactants are: [C:1]([Si:5]([O:8][CH:9]([CH3:29])[C:10]([CH3:28])([O:12][C:13]1[CH:18]=[CH:17][C:16]([B:19]2[O:23]C(C)(C)C(C)(C)[O:20]2)=[CH:15][CH:14]=1)[CH3:11])([CH3:7])[CH3:6])([CH3:4])([CH3:3])[CH3:2].I([O-])(=O)(=O)=O.[Na+]. (7) Given the product [CH2:1]([O:8][C:9]1[C:10](=[S:39])[N:11]([CH3:28])[CH:12]=[N:13][C:14]=1[C:15]1[O:16][C:17]([CH2:20][C:21]2[CH:26]=[CH:25][C:24]([F:27])=[CH:23][CH:22]=2)=[N:18][N:19]=1)[C:2]1[CH:7]=[CH:6][CH:5]=[CH:4][CH:3]=1, predict the reactants needed to synthesize it. The reactants are: [CH2:1]([O:8][C:9]1[C:10](=O)[N:11]([CH3:28])[CH:12]=[N:13][C:14]=1[C:15]1[O:16][C:17]([CH2:20][C:21]2[CH:26]=[CH:25][C:24]([F:27])=[CH:23][CH:22]=2)=[N:18][N:19]=1)[C:2]1[CH:7]=[CH:6][CH:5]=[CH:4][CH:3]=1.COC1C=CC(P2(SP(C3C=CC(OC)=CC=3)(=S)S2)=[S:39])=CC=1. (8) Given the product [CH2:35]([O:42][C:43]([NH:44][CH:45]1[CH2:50][CH2:49][CH:48]([O:19][C:18](=[O:20])[C:17]2[CH:21]=[C:22]([O:24][C:25]3[CH:26]=[CH:27][C:28]([C:31]#[N:32])=[CH:29][CH:30]=3)[CH:23]=[C:15]([O:14][C:13]3[CH:33]=[CH:34][C:10]([CH2:9][NH:8][C:6]([O:5][C:1]([CH3:4])([CH3:2])[CH3:3])=[O:7])=[CH:11][CH:12]=3)[CH:16]=2)[CH2:47][CH2:46]1)=[O:52])[C:36]1[CH:41]=[CH:40][CH:39]=[CH:38][CH:37]=1, predict the reactants needed to synthesize it. The reactants are: [C:1]([O:5][C:6]([NH:8][CH2:9][C:10]1[CH:34]=[CH:33][C:13]([O:14][C:15]2[CH:16]=[C:17]([CH:21]=[C:22]([O:24][C:25]3[CH:30]=[CH:29][C:28]([C:31]#[N:32])=[CH:27][CH:26]=3)[CH:23]=2)[C:18]([OH:20])=[O:19])=[CH:12][CH:11]=1)=[O:7])([CH3:4])([CH3:3])[CH3:2].[CH2:35]([O:42][C:43](=[O:52])[NH:44][CH:45]1[CH2:50][CH2:49][CH:48](O)[CH2:47][CH2:46]1)[C:36]1[CH:41]=[CH:40][CH:39]=[CH:38][CH:37]=1. (9) Given the product [NH2:20][C:19]1[C:18]([NH:1][C@@H:2]2[CH2:6][C@H:5]([O:7][CH2:8][CH2:9][OH:10])[C@@H:4]([OH:11])[C@H:3]2[OH:12])=[N:17][C:16]([S:22][CH2:23][CH2:24][CH3:25])=[N:15][C:14]=1[Cl:13], predict the reactants needed to synthesize it. The reactants are: [NH2:1][C@@H:2]1[CH2:6][C@H:5]([O:7][CH2:8][CH2:9][OH:10])[C@@H:4]([OH:11])[C@H:3]1[OH:12].[Cl:13][C:14]1[C:19]([NH2:20])=[C:18](Cl)[N:17]=[C:16]([S:22][CH2:23][CH2:24][CH3:25])[N:15]=1.C(N(CC)CC)C.